This data is from Experimentally validated miRNA-target interactions with 360,000+ pairs, plus equal number of negative samples. The task is: Binary Classification. Given a miRNA mature sequence and a target amino acid sequence, predict their likelihood of interaction. (1) The miRNA is hsa-miR-615-3p with sequence UCCGAGCCUGGGUCUCCCUCUU. The protein sequence of the target gene is MNINDGGRRRFEDNEHTLRIYPGAISEGTIYCPIPARKNSTAAEVIESLINKLHLDKTKCYVLAEVKEFGGEEWILNPTDCPVQRMMLWPRMALENRLSGEDYRFLLREKNLDGSIHYGSLQSWLRVTEERRRMMERGFLPQPQQKDFDDLCSLPDLNEKTLLENLRNRFKHEKIYTYVGSILIVINPFKFLPIYNPKYVKMYDNHQLGKLEPHIYAVADVAYHAMLQRKKNQCIVISGESGSGKTQSTNFLIHHLTALSQKGFASGVEQIILGAGPVLEAFGNAKTAHNNNSSRFGKFI.... Result: 1 (interaction). (2) The miRNA is mmu-miR-3472 with sequence UAAUAGCCAGAAGCUGGAAGGAACC. The protein sequence of the target gene is MTAWRKFKSLLLPLVLAVLCAGLLTAAKGQNCGGLVQGPNGTIESPGFPHGYPNYANCTWIIITGERNRIQLSFHTFALEEDFDILSVYDGQPQQGNLKVRLSGFQLPSSIVSTGSLLTLWFTTDFAVSAQGFKAMYEVLPSHTCGNPGEILKGVLHGTRFNIGDKIRYSCLSGYILEGHAILTCIVSPGNGASWDFPAPFCRAEGACGGTLRGTSGSISSPHFPSEYDNNADCTWTILAEPGDTIALVFTDFQLEEGYDFLEISGTEAPSIWLTGMNLPSPVISSKNWLRLHFTSDSNH.... Result: 1 (interaction).